This data is from Merck oncology drug combination screen with 23,052 pairs across 39 cell lines. The task is: Regression. Given two drug SMILES strings and cell line genomic features, predict the synergy score measuring deviation from expected non-interaction effect. (1) Drug 1: CN1C(=O)C=CC2(C)C3CCC4(C)C(NC(=O)OCC(F)(F)F)CCC4C3CCC12. Drug 2: NC1CCCCC1N.O=C(O)C(=O)O.[Pt+2]. Cell line: SKMES1. Synergy scores: synergy=-5.67. (2) Drug 1: O=C(NOCC(O)CO)c1ccc(F)c(F)c1Nc1ccc(I)cc1F. Drug 2: COC1CC2CCC(C)C(O)(O2)C(=O)C(=O)N2CCCCC2C(=O)OC(C(C)CC2CCC(OP(C)(C)=O)C(OC)C2)CC(=O)C(C)C=C(C)C(O)C(OC)C(=O)C(C)CC(C)C=CC=CC=C1C. Cell line: UACC62. Synergy scores: synergy=31.2. (3) Drug 1: O=C(CCCCCCC(=O)Nc1ccccc1)NO. Drug 2: NC1(c2ccc(-c3nc4ccn5c(=O)[nH]nc5c4cc3-c3ccccc3)cc2)CCC1. Cell line: LOVO. Synergy scores: synergy=17.4. (4) Drug 1: NC(=O)c1cccc2cn(-c3ccc(C4CCCNC4)cc3)nc12. Drug 2: COC1=C2CC(C)CC(OC)C(O)C(C)C=C(C)C(OC(N)=O)C(OC)C=CC=C(C)C(=O)NC(=CC1=O)C2=O. Cell line: EFM192B. Synergy scores: synergy=3.25.